Dataset: Forward reaction prediction with 1.9M reactions from USPTO patents (1976-2016). Task: Predict the product of the given reaction. Given the reactants C([O:3][C:4](=[O:23])[C:5]([CH3:22])([O:14][C:15]1[CH:20]=[CH:19][CH:18]=[CH:17][C:16]=1[CH3:21])[CH2:6][C:7]1[CH:12]=[CH:11][C:10](O)=[CH:9][CH:8]=1)C.[CH3:24][C:25]1[O:29][C:28]([C:30]2([CH3:36])[CH2:35][CH2:34][CH2:33][CH2:32][CH2:31]2)=[N:27][C:26]=1[CH2:37][CH2:38][O:39]S(C1C=CC(C)=CC=1)(=O)=O, predict the reaction product. The product is: [CH3:22][C:5]([O:14][C:15]1[CH:20]=[CH:19][CH:18]=[CH:17][C:16]=1[CH3:21])([CH2:6][C:7]1[CH:12]=[CH:11][C:10]([O:39][CH2:38][CH2:37][C:26]2[N:27]=[C:28]([C:30]3([CH3:36])[CH2:31][CH2:32][CH2:33][CH2:34][CH2:35]3)[O:29][C:25]=2[CH3:24])=[CH:9][CH:8]=1)[C:4]([OH:23])=[O:3].